Predict the reactants needed to synthesize the given product. From a dataset of Full USPTO retrosynthesis dataset with 1.9M reactions from patents (1976-2016). (1) Given the product [ClH:26].[NH:8]1[CH2:13][CH2:12][CH:11]([C:14]2[NH:15][C:16](=[O:25])[C:17]3[C:22]([CH:23]=2)=[C:21]([CH3:24])[CH:20]=[CH:19][CH:18]=3)[CH2:10][CH2:9]1, predict the reactants needed to synthesize it. The reactants are: C(OC([N:8]1[CH2:13][CH2:12][CH:11]([C:14]2[NH:15][C:16](=[O:25])[C:17]3[C:22]([CH:23]=2)=[C:21]([CH3:24])[CH:20]=[CH:19][CH:18]=3)[CH2:10][CH2:9]1)=O)(C)(C)C.[ClH:26]. (2) Given the product [NH2:26][C:8]1[N:7]=[C:6]([O:5][CH2:1][CH2:2][CH2:3][CH3:4])[N:14]=[C:13]2[C:9]=1[NH:10][C:11](=[O:24])[N:12]2[CH2:15][CH2:16][CH2:17][CH:18]1[CH2:23][CH2:22][CH2:21][CH2:20][N:19]1[CH2:27][CH3:28], predict the reactants needed to synthesize it. The reactants are: [CH2:1]([O:5][C:6]1[N:14]=[C:13]2[C:9]([N:10]=[C:11]([O:24]C)[N:12]2[CH2:15][CH2:16][CH2:17][CH:18]2[CH2:23][CH2:22][CH2:21][CH2:20][NH:19]2)=[C:8]([NH2:26])[N:7]=1)[CH2:2][CH2:3][CH3:4].[CH3:27][CH2:28]N(C(C)C)C(C)C.ICC.C(#N)C.